From a dataset of Reaction yield outcomes from USPTO patents with 853,638 reactions. Predict the reaction yield, written as a fraction of the theoretical maximum amount of product (1.0 means a 100% yield; for example, 0.34 means a 34% yield). (1) The reactants are [NH2:1][C:2]1[C:9]([OH:10])=[C:8]([F:11])[C:7]([Br:12])=[C:6]([CH3:13])[C:3]=1[C:4]#[N:5].[C:14](Cl)(=O)[CH3:15].[Cl-].[NH4+]. The catalyst is C(N(C(C)C)CC)(C)C.C(OCC)(=O)C. The product is [Br:12][C:7]1[C:8]([F:11])=[C:9]2[O:10][C:14]([CH3:15])=[N:1][C:2]2=[C:3]([C:4]#[N:5])[C:6]=1[CH3:13]. The yield is 0.730. (2) The product is [F:15][C:16]1[CH:21]=[CH:20][C:19]([C:2]2[N:6]3[CH:7]=[CH:8][C:9]([C:11]([F:14])([F:13])[F:12])=[N:10][C:5]3=[N:4][CH:3]=2)=[CH:18][C:17]=1[C:31]1[CH:36]=[CH:35][CH:34]=[CH:33][C:32]=1[S:37]([CH3:40])(=[O:39])=[O:38]. The catalyst is O1CCCC1.C1C=CC([P]([Pd]([P](C2C=CC=CC=2)(C2C=CC=CC=2)C2C=CC=CC=2)([P](C2C=CC=CC=2)(C2C=CC=CC=2)C2C=CC=CC=2)[P](C2C=CC=CC=2)(C2C=CC=CC=2)C2C=CC=CC=2)(C2C=CC=CC=2)C2C=CC=CC=2)=CC=1. The reactants are Br[C:2]1[N:6]2[CH:7]=[CH:8][C:9]([C:11]([F:14])([F:13])[F:12])=[N:10][C:5]2=[N:4][CH:3]=1.[F:15][C:16]1[CH:21]=[CH:20][C:19](B2OC(C)(C)C(C)(C)O2)=[CH:18][C:17]=1[C:31]1[CH:36]=[CH:35][CH:34]=[CH:33][C:32]=1[S:37]([CH3:40])(=[O:39])=[O:38].C(=O)([O-])[O-].[Na+].[Na+]. The yield is 0.790. (3) The product is [Cl:11][C:10]1[C:3]2[C:2]([S:13][CH2:14][C:15]([O:17][CH3:18])=[O:16])=[N:7][CH:6]=[N:5][C:4]=2[S:8][C:9]=1[CH3:12]. The yield is 0.910. The catalyst is CO. The reactants are Cl[C:2]1[C:3]2[C:10]([Cl:11])=[C:9]([CH3:12])[S:8][C:4]=2[N:5]=[CH:6][N:7]=1.[SH:13][CH2:14][C:15]([O:17][CH3:18])=[O:16]. (4) The reactants are [CH3:13][C:12]([O:11][C:9](O[C:9]([O:11][C:12]([CH3:15])([CH3:14])[CH3:13])=[O:10])=[O:10])([CH3:15])[CH3:14].[Cl:16][C:17]1[CH:18]=[CH:19][C:20]([S:25][C:26]2[CH:31]=[CH:30][CH:29]=[CH:28][CH:27]=2)=[C:21]([CH2:23][NH2:24])[CH:22]=1. The catalyst is C1COCC1. The product is [Cl:16][C:17]1[CH:18]=[CH:19][C:20]([S:25][C:26]2[CH:27]=[CH:28][CH:29]=[CH:30][CH:31]=2)=[C:21]([CH2:23][NH:24][C:9](=[O:10])[O:11][C:12]([CH3:13])([CH3:14])[CH3:15])[CH:22]=1. The yield is 0.840. (5) The reactants are [C:1]([O:9][CH:10]([CH2:63][CH3:64])[CH:11]([CH3:62])[CH:12]1[O:61][CH:13]1[CH2:14][CH:15]([CH3:60])/[CH:16]=[CH:17]/[CH:18]=[C:19](\[CH3:59])/[CH:20]1[O:32][C:30](=[O:31])[CH2:29][CH:28]([O:33][Si](CC)(CC)CC)[CH2:27][CH2:26][C:25]([O:42]C(OCC)C)([CH3:41])[CH:24]([O:48][C:49]([N:51]2[CH2:56][CH2:55][N:54]([CH3:57])[CH2:53][CH2:52]2)=[O:50])[CH:23]=[CH:22][CH:21]1[CH3:58])(=[O:8])[C:2]1[CH:7]=[CH:6][CH:5]=[CH:4][CH:3]=1.C1(C)C=CC(S([O-])(=O)=O)=CC=1.[NH+]1C=CC=CC=1. The catalyst is CO. The product is [C:1]([O:9][CH:10]([CH2:63][CH3:64])[CH:11]([CH3:62])[CH:12]1[O:61][CH:13]1[CH2:14][CH:15]([CH3:60])/[CH:16]=[CH:17]/[CH:18]=[C:19](\[CH3:59])/[CH:20]1[O:32][C:30](=[O:31])[CH2:29][CH:28]([OH:33])[CH2:27][CH2:26][C:25]([OH:42])([CH3:41])[CH:24]([O:48][C:49]([N:51]2[CH2:52][CH2:53][N:54]([CH3:57])[CH2:55][CH2:56]2)=[O:50])[CH:23]=[CH:22][CH:21]1[CH3:58])(=[O:8])[C:2]1[CH:7]=[CH:6][CH:5]=[CH:4][CH:3]=1. The yield is 0.912. (6) The reactants are O[Li].O.O.C([O:7][C:8]([C:10]1([CH2:14][CH2:15][CH2:16][CH2:17][C:18](=[O:32])[CH2:19][CH2:20][CH2:21][CH2:22][C:23]2([C:27]([O:29]CC)=[O:28])[CH2:26][CH2:25][CH2:24]2)[CH2:13][CH2:12][CH2:11]1)=[O:9])C. The catalyst is CCO. The product is [C:27]([C:23]1([CH2:22][CH2:21][CH2:20][CH2:19][C:18](=[O:32])[CH2:17][CH2:16][CH2:15][CH2:14][C:10]2([C:8]([OH:9])=[O:7])[CH2:11][CH2:12][CH2:13]2)[CH2:26][CH2:25][CH2:24]1)([OH:29])=[O:28]. The yield is 0.560.